From a dataset of Reaction yield outcomes from USPTO patents with 853,638 reactions. Predict the reaction yield, written as a fraction of the theoretical maximum amount of product (1.0 means a 100% yield; for example, 0.34 means a 34% yield). (1) The reactants are [CH2:1]([OH:21])[CH2:2][CH:3]([CH2:5][CH2:6][CH2:7][CH:8]([CH2:10][CH2:11][CH2:12][CH:13]([CH2:15][CH2:16][CH2:17][CH:18]([CH3:20])[CH3:19])[CH3:14])[CH3:9])[CH3:4].C(N(CC)CC)C.[CH3:29][S:30](Cl)(=[O:32])=[O:31]. The catalyst is ClCCl. The product is [S:30]([O:21][CH2:1][CH2:2][CH:3]([CH2:5][CH2:6][CH2:7][CH:8]([CH2:10][CH2:11][CH2:12][CH:13]([CH2:15][CH2:16][CH2:17][CH:18]([CH3:20])[CH3:19])[CH3:14])[CH3:9])[CH3:4])(=[O:32])(=[O:31])[CH3:29]. The yield is 1.00. (2) The reactants are Cl.[Br:2][C:3]1[CH:16]=[CH:15][C:6]([O:7][CH:8]2[CH2:13][CH2:12][N:11]([CH3:14])[CH2:10][CH2:9]2)=[C:5]([N+:17]([O-])=O)[CH:4]=1. The catalyst is C1(C)C=CC=CC=1.CCO.[Fe]. The product is [Br:2][C:3]1[CH:16]=[CH:15][C:6]([O:7][CH:8]2[CH2:13][CH2:12][N:11]([CH3:14])[CH2:10][CH2:9]2)=[C:5]([CH:4]=1)[NH2:17]. The yield is 0.400.